Dataset: Forward reaction prediction with 1.9M reactions from USPTO patents (1976-2016). Task: Predict the product of the given reaction. (1) Given the reactants [F:1][C:2]1[CH:18]=[C:17]([N+:19]([O-:21])=[O:20])[CH:16]=[CH:15][C:3]=1[O:4][C:5]1[CH:10]=[CH:9][N:8]=[CH:7][C:6]=1[C:11]#[C:12][CH2:13]O.CCN(C(C)C)C(C)C.CS(Cl)(=O)=O.[C:36]([O:40][C:41](=[O:48])[NH:42][CH2:43][CH:44]1[CH2:47][NH:46][CH2:45]1)([CH3:39])([CH3:38])[CH3:37], predict the reaction product. The product is: [C:36]([O:40][C:41](=[O:48])[NH:42][CH2:43][CH:44]1[CH2:45][N:46]([CH2:13][C:12]#[C:11][C:6]2[CH:7]=[N:8][CH:9]=[CH:10][C:5]=2[O:4][C:3]2[CH:15]=[CH:16][C:17]([N+:19]([O-:21])=[O:20])=[CH:18][C:2]=2[F:1])[CH2:47]1)([CH3:39])([CH3:37])[CH3:38]. (2) The product is: [Cl:1][C:2]1[CH:3]=[C:4]([C:9]2([C:24]([F:27])([F:26])[F:25])[CH2:13][CH2:12][N:11]([C:14]3[S:15][C:16]4[C:22](=[N:31][O:30][CH3:29])[CH2:21][CH2:20][CH2:19][C:17]=4[N:18]=3)[CH2:10]2)[CH:5]=[C:6]([Cl:8])[CH:7]=1. Given the reactants [Cl:1][C:2]1[CH:3]=[C:4]([C:9]2([C:24]([F:27])([F:26])[F:25])[CH2:13][CH2:12][N:11]([C:14]3[S:15][C:16]4[C:22](=O)[CH2:21][CH2:20][CH2:19][C:17]=4[N:18]=3)[CH2:10]2)[CH:5]=[C:6]([Cl:8])[CH:7]=1.Cl.[CH3:29][O:30][NH2:31], predict the reaction product. (3) Given the reactants COC1N=CC(C2N=C(C)NC=2CCCC[N:18]2[C:26](=[O:27])[C:25]3[C:20](=[CH:21][CH:22]=[CH:23][CH:24]=3)[C:19]2=[O:28])=CC=1.COC1C=CC(C2N=C(C)NC=2)=CN=1.C(=O)([O-])[O-].[K+].[K+].BrCCCCN1C(=O)C2=CC=CC=C2C1=O, predict the reaction product. The product is: [C:19]1(=[O:28])[C:20]2[C:25](=[CH:24][CH:23]=[CH:22][CH:21]=2)[C:26](=[O:27])[NH:18]1. (4) Given the reactants [Cl:1][C:2]1[N:3]=[C:4]([Cl:11])[C:5]2[CH:10]=[CH:9][NH:8][C:6]=2[N:7]=1.C1C(=O)N([Br:19])C(=O)C1, predict the reaction product. The product is: [Br:19][C:10]1[C:5]2[C:4]([Cl:11])=[N:3][C:2]([Cl:1])=[N:7][C:6]=2[NH:8][CH:9]=1. (5) Given the reactants [CH3:1][C@@H:2]([OH:7])[CH2:3][C@H:4]([OH:6])[CH3:5].C(N(CC)CC)C.[CH3:15][S:16](Cl)(=[O:18])=[O:17], predict the reaction product. The product is: [CH3:15][S:16]([O:6][C@@H:4]([CH2:3][C@H:2]([O:7][S:16]([CH3:15])(=[O:18])=[O:17])[CH3:1])[CH3:5])(=[O:18])=[O:17]. (6) Given the reactants Br[C:2]1[CH:20]=[CH:19][C:5]([CH2:6][N:7]2[CH2:12][CH2:11][NH:10][CH:9]([C:13]3[CH:18]=[CH:17][CH:16]=[CH:15][CH:14]=3)[CH2:8]2)=[CH:4][CH:3]=1.[F:21][C:22]([F:33])([F:32])[C:23]1[CH:28]=[CH:27][CH:26]=[CH:25][C:24]=1B(O)O.C(=O)([O-])[O-].[Na+].[Na+].C1(C)C=CC=CC=1, predict the reaction product. The product is: [C:13]1([CH:9]2[NH:10][CH2:11][CH2:12][N:7]([CH2:6][C:5]3[CH:19]=[CH:20][C:2]([C:24]4[CH:25]=[CH:26][CH:27]=[CH:28][C:23]=4[C:22]([F:33])([F:32])[F:21])=[CH:3][CH:4]=3)[CH2:8]2)[CH:18]=[CH:17][CH:16]=[CH:15][CH:14]=1. (7) Given the reactants [CH2:1]([O:5][C:6]1[CH:11]=[CH:10][C:9]([C:12]2[C:25]3[C:20](=[CH:21][C:22]([O:28][CH3:29])=[C:23]([O:26][CH3:27])[CH:24]=3)[CH:19]3[CH:14]([CH2:15][CH2:16][CH:17]([O:30]C(=O)C)[CH2:18]3)[N:13]=2)=[CH:8][CH:7]=1)[CH2:2][CH2:3][CH3:4].C(=O)([O-])[O-].[Cs+].[Cs+], predict the reaction product. The product is: [CH2:1]([O:5][C:6]1[CH:11]=[CH:10][C:9]([C:12]2[C:25]3[C:20](=[CH:21][C:22]([O:28][CH3:29])=[C:23]([O:26][CH3:27])[CH:24]=3)[CH:19]3[CH:14]([CH2:15][CH2:16][CH:17]([OH:30])[CH2:18]3)[N:13]=2)=[CH:8][CH:7]=1)[CH2:2][CH2:3][CH3:4]. (8) Given the reactants C(C([CH:10]1[CH2:14][C:13]2[CH:15]=[CH:16][CH:17]=[C:18]([C:19]3[CH:24]=[CH:23][C:22]([Cl:25])=[CH:21][C:20]=3[CH3:26])[C:12]=2[O:11]1)N)C1C=CC=CC=1.C([N:30](C(C)C)CC)(C)C.Cl[C:37]([O:39][CH2:40][C:41]1[CH:46]=[CH:45][CH:44]=[CH:43][CH:42]=1)=[O:38], predict the reaction product. The product is: [CH2:40]([O:39][C:37](=[O:38])[NH:30][CH:10]1[CH2:14][C:13]2[CH:15]=[CH:16][CH:17]=[C:18]([C:19]3[CH:24]=[CH:23][C:22]([Cl:25])=[CH:21][C:20]=3[CH3:26])[C:12]=2[O:11]1)[C:41]1[CH:46]=[CH:45][CH:44]=[CH:43][CH:42]=1.